From a dataset of Full USPTO retrosynthesis dataset with 1.9M reactions from patents (1976-2016). Predict the reactants needed to synthesize the given product. (1) Given the product [C:9]1([CH:4]2[CH2:3][CH2:6][N:5]2[C:10]2[N:15]=[CH:14][N:13]=[C:12]([NH:16][C:17]3[CH:18]=[C:19]([CH2:23][S:24]([NH2:27])(=[O:26])=[O:25])[CH:20]=[CH:21][CH:22]=3)[N:11]=2)[CH:37]=[CH:36][CH:41]=[CH:7][CH:8]=1, predict the reactants needed to synthesize it. The reactants are: CO[CH2:3][CH:4]1[CH2:9][CH2:8][CH2:7][CH2:6][N:5]1[C:10]1[N:15]=[CH:14][N:13]=[C:12]([NH:16][C:17]2[CH:18]=[C:19]([CH2:23][S:24]([NH2:27])(=[O:26])=[O:25])[CH:20]=[CH:21][CH:22]=2)[N:11]=1.ClC1N=CN=C(N[C:36]2[CH:37]=C(CS(N)(=O)=O)C=C[CH:41]=2)N=1.C1(C2CCN2)C=CC=CC=1. (2) Given the product [C:23]([C:7]1[C:8]2[C:13](=[C:12]([O:16][C:17]3[CH:22]=[CH:21][CH:20]=[CH:19][CH:18]=3)[CH:11]=[CH:10][CH:9]=2)[C:14]([OH:15])=[C:5]([C:3]([NH:25][CH2:26][C:27]([OH:29])=[O:28])=[O:4])[N:6]=1)#[N:24], predict the reactants needed to synthesize it. The reactants are: CO[C:3]([C:5]1[N:6]=[C:7]([C:23]#[N:24])[C:8]2[C:13]([C:14]=1[OH:15])=[C:12]([O:16][C:17]1[CH:22]=[CH:21][CH:20]=[CH:19][CH:18]=1)[CH:11]=[CH:10][CH:9]=2)=[O:4].[NH2:25][CH2:26][C:27]([OH:29])=[O:28].